Dataset: Full USPTO retrosynthesis dataset with 1.9M reactions from patents (1976-2016). Task: Predict the reactants needed to synthesize the given product. Given the product [CH3:1][O:2][C:3](=[O:40])[C@@H:4]([NH:32][C:33]([O:35][C:36]([CH3:38])([CH3:37])[CH3:39])=[O:34])[CH2:5][C:6]1[CH:31]=[CH:30][C:9]2[O:10][C@H:11]([C:14]3[CH:15]=[CH:16][C:17]([O:20][CH2:21][C:22]4[CH:27]=[CH:26][C:25]([Cl:28])=[C:24]([Cl:29])[CH:23]=4)=[CH:18][CH:19]=3)[CH2:12][O:13][C:8]=2[CH:7]=1, predict the reactants needed to synthesize it. The reactants are: [CH3:1][O:2][C:3](=[O:40])[C:4]([NH:32][C:33]([O:35][C:36]([CH3:39])([CH3:38])[CH3:37])=[O:34])=[CH:5][C:6]1[CH:31]=[CH:30][C:9]2[O:10][C@H:11]([C:14]3[CH:19]=[CH:18][C:17]([O:20][CH2:21][C:22]4[CH:27]=[CH:26][C:25]([Cl:28])=[C:24]([Cl:29])[CH:23]=4)=[CH:16][CH:15]=3)[CH2:12][O:13][C:8]=2[CH:7]=1.